This data is from Reaction yield outcomes from USPTO patents with 853,638 reactions. The task is: Predict the reaction yield, written as a fraction of the theoretical maximum amount of product (1.0 means a 100% yield; for example, 0.34 means a 34% yield). (1) The reactants are [Cl:1][C:2]1[CH:7]=[C:6]([Cl:8])[CH:5]=[CH:4][C:3]=1[C:9](=[O:11])[CH3:10].[BH4-].[Na+].O. The catalyst is CO. The product is [Cl:1][C:2]1[CH:7]=[C:6]([Cl:8])[CH:5]=[CH:4][C:3]=1[CH:9]([OH:11])[CH3:10]. The yield is 0.990. (2) The reactants are O1CCCC1.[CH3:6][C:7]1([CH3:20])[C:12]2[CH:13]=[C:14]([CH:17]=[O:18])[CH:15]=[CH:16][C:11]=2[NH:10][C:9](=[O:19])[O:8]1.[BH4-].[Na+]. The catalyst is CO. The product is [OH:18][CH2:17][C:14]1[CH:15]=[CH:16][C:11]2[NH:10][C:9](=[O:19])[O:8][C:7]([CH3:6])([CH3:20])[C:12]=2[CH:13]=1. The yield is 0.770. (3) The reactants are [CH3:1][CH:2]1[CH2:7][CH2:6][C:5](=O)[CH:4]([CH2:9][C:10](=O)[C:11]2[CH:16]=[CH:15][CH:14]=[CH:13][CH:12]=2)[CH2:3]1.[NH2:18][C:19]1[S:20][CH:21]=[C:22]([C:24]([O:26]C)=[O:25])[N:23]=1. No catalyst specified. The product is [CH3:1][CH:2]1[CH2:7][CH2:6][C:5]2[N:18]([C:19]3[S:20][CH:21]=[C:22]([C:24]([OH:26])=[O:25])[N:23]=3)[C:10]([C:11]3[CH:16]=[CH:15][CH:14]=[CH:13][CH:12]=3)=[CH:9][C:4]=2[CH2:3]1. The yield is 0.490. (4) The reactants are C([O:8][C:9]1[CH:18]=[C:17]2[C:12]([C:13]([O:19][C:20]3[CH:25]=[CH:24][C:23]([NH:26][C:27](=[O:34])[C:28]4[CH:33]=[CH:32][CH:31]=[CH:30][CH:29]=4)=[CH:22][CH:21]=3)=[CH:14][CH:15]=[N:16]2)=[CH:11][C:10]=1[O:35][CH3:36])C1C=CC=CC=1. The catalyst is C1CCCCC=1.C(O)C.[Pd]. The product is [OH:8][C:9]1[CH:18]=[C:17]2[C:12]([C:13]([O:19][C:20]3[CH:21]=[CH:22][C:23]([NH:26][C:27](=[O:34])[C:28]4[CH:33]=[CH:32][CH:31]=[CH:30][CH:29]=4)=[CH:24][CH:25]=3)=[CH:14][CH:15]=[N:16]2)=[CH:11][C:10]=1[O:35][CH3:36]. The yield is 0.750. (5) The reactants are Cl[C:2]1[N:3]=[C:4]([N:12]2[CH2:17][CH2:16][O:15][CH2:14][C@@H:13]2[CH3:18])[C:5]2[CH2:10][N:9]([CH3:11])[CH2:8][C:6]=2[N:7]=1.[CH2:19]([NH:21][C:22]([NH:24][C:25]1[CH:30]=[CH:29][C:28](B2OC(C)(C)C(C)(C)O2)=[C:27]([F:40])[CH:26]=1)=[O:23])[CH3:20]. No catalyst specified. The product is [CH2:19]([NH:21][C:22]([NH:24][C:25]1[CH:30]=[CH:29][C:28]([C:2]2[N:3]=[C:4]([N:12]3[CH2:17][CH2:16][O:15][CH2:14][C@@H:13]3[CH3:18])[C:5]3[CH2:10][N:9]([CH3:11])[CH2:8][C:6]=3[N:7]=2)=[C:27]([F:40])[CH:26]=1)=[O:23])[CH3:20]. The yield is 0.0400. (6) The reactants are [F:1][C:2]1[CH:7]=[CH:6][C:5]([C:8]([NH:10][C@@H:11]([CH2:15][SH:16])[C:12]([OH:14])=[O:13])=[O:9])=[CH:4][CH:3]=1.C([O-])([O-])=O.[K+].[K+].Br[CH2:24][CH2:25][OH:26].Cl. The catalyst is CN(C)C=O.O. The product is [F:1][C:2]1[CH:3]=[CH:4][C:5]([C:8]([NH:10][C@@H:11]([CH2:15][S:16][CH2:24][CH2:25][OH:26])[C:12]([OH:14])=[O:13])=[O:9])=[CH:6][CH:7]=1. The yield is 0.680.